Dataset: Reaction yield outcomes from USPTO patents with 853,638 reactions. Task: Predict the reaction yield, written as a fraction of the theoretical maximum amount of product (1.0 means a 100% yield; for example, 0.34 means a 34% yield). (1) The reactants are Br[C:2]1[C:8]([C:9]([F:12])([F:11])[F:10])=[CH:7][C:6]([C:13]([F:16])([F:15])[F:14])=[CH:5][C:3]=1[NH2:4].CC1C=CC=CC=1P(C1C=CC=CC=1C)C1C=CC=CC=1C.[C:39]([O:43][CH3:44])(=[O:42])[CH:40]=[CH2:41]. The catalyst is C(#N)C. The product is [NH2:4][C:3]1[CH:5]=[C:6]([C:13]([F:16])([F:15])[F:14])[CH:7]=[C:8]([C:9]([F:12])([F:11])[F:10])[C:2]=1/[CH:41]=[CH:40]/[C:39]([O:43][CH3:44])=[O:42]. The yield is 0.645. (2) The reactants are [CH3:1][O:2][C:3](=[O:15])[CH:4]=[C:5]1[CH2:14][CH2:13][C:8]2([O:12][CH2:11][CH2:10][O:9]2)[CH2:7][CH2:6]1.[N+:16]([CH3:19])([O-:18])=[O:17].[F-].C([N+](CCCC)(CCCC)CCCC)CCC. The catalyst is C1COCC1.O. The product is [CH3:1][O:2][C:3](=[O:15])[CH2:4][C:5]1([CH2:19][N+:16]([O-:18])=[O:17])[CH2:6][CH2:7][C:8]2([O:9][CH2:10][CH2:11][O:12]2)[CH2:13][CH2:14]1. The yield is 0.750. (3) The reactants are [C:1]([O:5][C:6]([N:8]1[CH2:21][CH2:20][C:19]2[C:18]3[CH:17]=[CH:16][CH:15]=[CH:14][C:13]=3[N:12]([CH2:22][CH2:23][C:24]([OH:26])=O)[C:11]=2[CH2:10][CH2:9]1)=[O:7])([CH3:4])([CH3:3])[CH3:2].[CH3:27][O:28][C:29]1[CH:34]=[CH:33][C:32]([NH2:35])=[CH:31][CH:30]=1.CN(C1C=CC=CN=1)C.C(N=C=NC(C)C)(C)C. The catalyst is C1COCC1.CCOC(C)=O. The product is [CH3:27][O:28][C:29]1[CH:34]=[CH:33][C:32]([NH:35][C:24](=[O:26])[CH2:23][CH2:22][N:12]2[C:13]3[CH:14]=[CH:15][CH:16]=[CH:17][C:18]=3[C:19]3[CH2:20][CH2:21][N:8]([C:6]([O:5][C:1]([CH3:4])([CH3:3])[CH3:2])=[O:7])[CH2:9][CH2:10][C:11]2=3)=[CH:31][CH:30]=1. The yield is 0.840. (4) The reactants are C1(P(C2C=CC=CC=2)C2C=CC=CC=2)C=CC=CC=1.N1C=CN=C1.[I:25]I.[F:27][C:28]1[C:33]([N+:34]([O-:36])=[O:35])=[CH:32][C:31]([NH:37][CH:38]2[CH2:43][CH2:42][N:41]([C:44]([O:46][C:47]([CH3:50])([CH3:49])[CH3:48])=[O:45])[CH2:40][CH2:39]2)=[C:30]([S:51][CH2:52][CH2:53]O)[CH:29]=1. The catalyst is O1CCCC1.C(OCC)(=O)C. The product is [F:27][C:28]1[C:33]([N+:34]([O-:36])=[O:35])=[CH:32][C:31]([NH:37][CH:38]2[CH2:43][CH2:42][N:41]([C:44]([O:46][C:47]([CH3:50])([CH3:49])[CH3:48])=[O:45])[CH2:40][CH2:39]2)=[C:30]([S:51][CH2:52][CH2:53][I:25])[CH:29]=1. The yield is 0.446. (5) The reactants are [CH:1]([N:4]1[CH2:9][CH2:8][N:7]([C:10]2[CH:15]=[CH:14][C:13]([N+:16]([O-])=O)=[CH:12][CH:11]=2)[CH2:6][CH2:5]1)([CH3:3])[CH3:2].O.O.[Sn](Cl)Cl.Cl. The catalyst is CO. The yield is 0.880. The product is [CH:1]([N:4]1[CH2:9][CH2:8][N:7]([C:10]2[CH:11]=[CH:12][C:13]([NH2:16])=[CH:14][CH:15]=2)[CH2:6][CH2:5]1)([CH3:3])[CH3:2].